Dataset: Catalyst prediction with 721,799 reactions and 888 catalyst types from USPTO. Task: Predict which catalyst facilitates the given reaction. (1) Reactant: [OH:1][C:2]1[CH:3]=[C:4]([CH:9]=[CH:10][C:11]([OH:13])=O)[CH:5]=[CH:6][C:7]=1[OH:8].C(Cl)(=O)C(Cl)=O.[N:20]1([CH2:26][CH2:27][C:28]#[N:29])[CH2:25][CH2:24][NH:23][CH2:22][CH2:21]1.C(N(CC)CC)C. Product: [OH:1][C:2]1[CH:3]=[C:4](/[CH:9]=[CH:10]/[C:11]([N:23]2[CH2:24][CH2:25][N:20]([CH2:26][CH2:27][C:28]#[N:29])[CH2:21][CH2:22]2)=[O:13])[CH:5]=[CH:6][C:7]=1[OH:8]. The catalyst class is: 7. (2) Reactant: [CH3:1][C:2]1[CH:7]=[CH:6][C:5]([S:8]([N:11]2[C:15]3[N:16]=[CH:17][N:18]=[C:19]([C:20]4[CH:21]=[N:22][CH:23]=[CH:24][CH:25]=4)[C:14]=3[CH:13]=[CH:12]2)(=[O:10])=[O:9])=[CH:4][CH:3]=1.C([Li])CCC.[I:31]I. Product: [I:31][C:12]1[N:11]([S:8]([C:5]2[CH:4]=[CH:3][C:2]([CH3:1])=[CH:7][CH:6]=2)(=[O:9])=[O:10])[C:15]2[N:16]=[CH:17][N:18]=[C:19]([C:20]3[CH:21]=[N:22][CH:23]=[CH:24][CH:25]=3)[C:14]=2[CH:13]=1. The catalyst class is: 188. (3) Reactant: [N:1]([CH:4]1[CH2:9][CH2:8][N:7]([C:10]([O:12][C:13]([CH3:16])([CH3:15])[CH3:14])=[O:11])[CH2:6][CH:5]1[F:17])=[N+]=[N-]. Product: [C:13]([O:12][C:10]([N:7]1[CH2:8][CH2:9][CH:4]([NH2:1])[CH:5]([F:17])[CH2:6]1)=[O:11])([CH3:16])([CH3:14])[CH3:15]. The catalyst class is: 50.